This data is from Reaction yield outcomes from USPTO patents with 853,638 reactions. The task is: Predict the reaction yield, written as a fraction of the theoretical maximum amount of product (1.0 means a 100% yield; for example, 0.34 means a 34% yield). (1) The reactants are [F:1][C:2]1[CH:7]=[CH:6][C:5]([CH2:8][C:9]([OH:11])=O)=[CH:4][CH:3]=1.[NH2:12][C:13]1[C:18](O)=[CH:17][CH:16]=[C:15]([Br:20])[N:14]=1. No catalyst specified. The product is [Br:20][C:15]1[N:14]=[C:13]2[N:12]=[C:9]([CH2:8][C:5]3[CH:4]=[CH:3][C:2]([F:1])=[CH:7][CH:6]=3)[O:11][C:18]2=[CH:17][CH:16]=1. The yield is 0.250. (2) The reactants are [O:1]=[C:2]([C:26]1[CH:31]=[CH:30][CH:29]=[CH:28][CH:27]=1)[CH2:3][O:4][C:5]1[CH:25]=[CH:24][C:8]([CH2:9][O:10][C:11]2[N:16]=[CH:15][C:14](/[CH:17]=[CH:18]/[C:19]([O:21][CH2:22][CH3:23])=[O:20])=[CH:13][CH:12]=2)=[CH:7][CH:6]=1. The catalyst is C(O)C.C(OCC)(=O)C.[C].[Pd]. The product is [O:1]=[C:2]([C:26]1[CH:27]=[CH:28][CH:29]=[CH:30][CH:31]=1)[CH2:3][O:4][C:5]1[CH:25]=[CH:24][C:8]([CH2:9][O:10][C:11]2[N:16]=[CH:15][C:14]([CH2:17][CH2:18][C:19]([O:21][CH2:22][CH3:23])=[O:20])=[CH:13][CH:12]=2)=[CH:7][CH:6]=1. The yield is 0.950.